Dataset: Forward reaction prediction with 1.9M reactions from USPTO patents (1976-2016). Task: Predict the product of the given reaction. (1) Given the reactants [C:1]([NH:9][NH:10][C:11](=[O:19])[C:12]1[CH:17]=[CH:16][C:15]([Br:18])=[CH:14][CH:13]=1)(=O)[C:2]1[CH:7]=[CH:6][CH:5]=[CH:4][CH:3]=1, predict the reaction product. The product is: [Br:18][C:15]1[CH:14]=[CH:13][C:12]([C:11]2[O:19][C:1]([C:2]3[CH:3]=[CH:4][CH:5]=[CH:6][CH:7]=3)=[N:9][N:10]=2)=[CH:17][CH:16]=1. (2) Given the reactants C(OC(C(F)(F)F)=O)(C(F)(F)F)=O.[NH2:14][C:15](=O)[CH2:16][C@H:17]([C:47](=[O:65])[NH:48][C@H:49]1[CH2:55][CH2:54][S:53][C@H:52]2[CH2:56][CH2:57][CH2:58][C@@H:59]([C:60]([O:62][CH3:63])=[O:61])[N:51]2[C:50]1=[O:64])[CH2:18][CH2:19][C@H:20]([CH2:40][C:41]1[CH:46]=[CH:45][CH:44]=[CH:43][CH:42]=1)[C:21]([NH:23][C@H:24]1[CH2:30][CH2:29][S:28][C@H:27]2[CH2:31][CH2:32][CH2:33][C@@H:34]([C:35]([O:37][CH3:38])=[O:36])[N:26]2[C:25]1=[O:39])=[O:22], predict the reaction product. The product is: [CH2:40]([C@@H:20]([CH2:19][CH2:18][C@H:17]([CH2:16][C:15]#[N:14])[C:47]([NH:48][C@H:49]1[CH2:55][CH2:54][S:53][C@H:52]2[CH2:56][CH2:57][CH2:58][C@@H:59]([C:60]([O:62][CH3:63])=[O:61])[N:51]2[C:50]1=[O:64])=[O:65])[C:21]([NH:23][C@H:24]1[CH2:30][CH2:29][S:28][C@H:27]2[CH2:31][CH2:32][CH2:33][C@@H:34]([C:35]([O:37][CH3:38])=[O:36])[N:26]2[C:25]1=[O:39])=[O:22])[C:41]1[CH:42]=[CH:43][CH:44]=[CH:45][CH:46]=1. (3) Given the reactants N(C(OCC)=O)=NC(OCC)=O.[F:13][C:14]([F:33])([F:32])[O:15][C:16]1[CH:21]=[CH:20][C:19]([S:22]([N:25]2[CH2:30][CH2:29][CH:28]([OH:31])[CH2:27][CH2:26]2)(=[O:24])=[O:23])=[CH:18][CH:17]=1.O[N:35]1[C:43](=[O:44])[C:42]2[C:37](=[CH:38][CH:39]=[CH:40][CH:41]=2)[C:36]1=[O:45].C1(P(C2C=CC=CC=2)C2C=CC=CC=2)C=CC=CC=1, predict the reaction product. The product is: [F:33][C:14]([F:13])([F:32])[O:15][C:16]1[CH:17]=[CH:18][C:19]([S:22]([N:25]2[CH2:26][CH2:27][CH:28]([O:31][N:35]3[C:43](=[O:44])[C:42]4[C:37](=[CH:38][CH:39]=[CH:40][CH:41]=4)[C:36]3=[O:45])[CH2:29][CH2:30]2)(=[O:23])=[O:24])=[CH:20][CH:21]=1.